Binary Classification. Given a T-cell receptor sequence (or CDR3 region) and an epitope sequence, predict whether binding occurs between them. From a dataset of TCR-epitope binding with 47,182 pairs between 192 epitopes and 23,139 TCRs. (1) The epitope is HTDFSSEIIGY. The TCR CDR3 sequence is CASSYATGSQNIQYF. Result: 0 (the TCR does not bind to the epitope). (2) The TCR CDR3 sequence is CASSRASGTYEQYF. Result: 1 (the TCR binds to the epitope). The epitope is TSNQVAVLY. (3) The epitope is FLNGSCGSV. The TCR CDR3 sequence is CASSPRLAGAVETQYF. Result: 1 (the TCR binds to the epitope). (4) Result: 1 (the TCR binds to the epitope). The epitope is MLNIPSINV. The TCR CDR3 sequence is CASSAAGGTGSGELFF. (5) The epitope is DATYQRTRALVR. The TCR CDR3 sequence is CASCQGGGPSMETQYF. Result: 1 (the TCR binds to the epitope).